Dataset: Full USPTO retrosynthesis dataset with 1.9M reactions from patents (1976-2016). Task: Predict the reactants needed to synthesize the given product. Given the product [NH2:1][C:2]1[C:7]([C:8]([C:10]2[C:15]([O:16][CH3:17])=[CH:14][CH:13]=[C:12]([F:18])[C:11]=2[F:19])=[O:9])=[CH:6][N:5]=[C:4]([NH:20][CH:21]2[CH2:26][CH2:25][N:24]([S:27]([CH2:30][CH2:31][CH2:32][NH:34][CH:35]([CH2:39][CH2:40][OH:41])[CH2:36][CH2:37][OH:38])(=[O:29])=[O:28])[CH2:23][CH2:22]2)[N:3]=1, predict the reactants needed to synthesize it. The reactants are: [NH2:1][C:2]1[C:7]([C:8]([C:10]2[C:15]([O:16][CH3:17])=[CH:14][CH:13]=[C:12]([F:18])[C:11]=2[F:19])=[O:9])=[CH:6][N:5]=[C:4]([NH:20][CH:21]2[CH2:26][CH2:25][N:24]([S:27]([CH2:30][CH2:31][CH2:32]Cl)(=[O:29])=[O:28])[CH2:23][CH2:22]2)[N:3]=1.[NH2:34][CH:35]([CH2:39][CH2:40][OH:41])[CH2:36][CH2:37][OH:38].CCOC(CC(CC(OCC)=O)=O)=O.[H-].[Al+3].[Li+].[H-].[H-].[H-].